From a dataset of Forward reaction prediction with 1.9M reactions from USPTO patents (1976-2016). Predict the product of the given reaction. (1) Given the reactants [CH3:1][C@@H:2]1[NH:7][CH2:6][CH2:5][N:4]([CH2:8][C:9]2[CH:13]=[C:12]([C:14]3[CH:19]=[CH:18][CH:17]=[CH:16][C:15]=3[F:20])[O:11][N:10]=2)[CH2:3]1.[O:21]1[CH2:23][C@H:22]1[CH2:24][O:25][C:26]1[CH:27]=[CH:28][C:29]2[S:33][C:32]([CH3:34])=[N:31][C:30]=2[CH:35]=1, predict the reaction product. The product is: [F:20][C:15]1[CH:16]=[CH:17][CH:18]=[CH:19][C:14]=1[C:12]1[O:11][N:10]=[C:9]([CH2:8][N:4]2[CH2:5][CH2:6][N:7]([CH2:23][C@H:22]([OH:21])[CH2:24][O:25][C:26]3[CH:27]=[CH:28][C:29]4[S:33][C:32]([CH3:34])=[N:31][C:30]=4[CH:35]=3)[C@@H:2]([CH3:1])[CH2:3]2)[CH:13]=1. (2) Given the reactants Br[C:2]1[CH:7]=[CH:6][C:5]([C:8]([CH3:17])([CH3:16])[C:9]([NH:11][CH2:12][CH:13]([CH3:15])[CH3:14])=[O:10])=[CH:4][CH:3]=1.[C:18]([C:20]1[CH:25]=[CH:24][CH:23]=[CH:22][C:21]=1B(O)O)#[N:19], predict the reaction product. The product is: [C:18]([C:20]1[CH:25]=[CH:24][CH:23]=[CH:22][C:21]=1[C:2]1[CH:7]=[CH:6][C:5]([C:8]([CH3:17])([CH3:16])[C:9]([NH:11][CH2:12][CH:13]([CH3:15])[CH3:14])=[O:10])=[CH:4][CH:3]=1)#[N:19]. (3) The product is: [Br:1][C:2]1[CH:3]=[C:4]2[C:9](=[CH:10][CH:11]=1)[N:8]=[CH:7][C:6]([C:12](=[O:14])[CH3:13])=[C:5]2[NH:26][C:25]1[CH:27]=[CH:28][CH:29]=[C:23]([CH2:22][CH2:21][N:16]2[CH2:17][CH2:18][CH2:19][CH2:20]2)[CH:24]=1. Given the reactants [Br:1][C:2]1[CH:3]=[C:4]2[C:9](=[CH:10][CH:11]=1)[N:8]=[CH:7][C:6]([C:12](=[O:14])[CH3:13])=[C:5]2Cl.[N:16]1([CH2:21][CH2:22][C:23]2[CH:24]=[C:25]([CH:27]=[CH:28][CH:29]=2)[NH2:26])[CH2:20][CH2:19][CH2:18][CH2:17]1, predict the reaction product.